From a dataset of Reaction yield outcomes from USPTO patents with 853,638 reactions. Predict the reaction yield, written as a fraction of the theoretical maximum amount of product (1.0 means a 100% yield; for example, 0.34 means a 34% yield). (1) The reactants are [CH3:1][N:2]1[CH2:7][CH2:6][NH:5][CH2:4][CH2:3]1.[Cl:8][C:9]1[C:10]([C:28]2[CH:29]=[N:30][N:31]3[CH:36]=[CH:35][CH:34]=[CH:33][C:32]=23)=[N:11][C:12]([NH:15][C:16]2[CH:21]=[C:20]([N+:22]([O-:24])=[O:23])[C:19](F)=[CH:18][C:17]=2[O:26][CH3:27])=[N:13][CH:14]=1. The catalyst is FC(F)(F)CO. The product is [Cl:8][C:9]1[C:10]([C:28]2[CH:29]=[N:30][N:31]3[CH:36]=[CH:35][CH:34]=[CH:33][C:32]=23)=[N:11][C:12]([NH:15][C:16]2[CH:21]=[C:20]([N+:22]([O-:24])=[O:23])[C:19]([N:5]3[CH2:6][CH2:7][N:2]([CH3:1])[CH2:3][CH2:4]3)=[CH:18][C:17]=2[O:26][CH3:27])=[N:13][CH:14]=1. The yield is 1.00. (2) The reactants are [Cl:1][C:2]1[C:7](I)=[CH:6][N:5]=[C:4]([O:9][CH3:10])[CH:3]=1.[CH3:11][N:12](C=O)C. The catalyst is [C-]#N.[Zn+2].[C-]#N.C1C=CC([P]([Pd]([P](C2C=CC=CC=2)(C2C=CC=CC=2)C2C=CC=CC=2)([P](C2C=CC=CC=2)(C2C=CC=CC=2)C2C=CC=CC=2)[P](C2C=CC=CC=2)(C2C=CC=CC=2)C2C=CC=CC=2)(C2C=CC=CC=2)C2C=CC=CC=2)=CC=1. The product is [Cl:1][C:2]1[C:7]([C:11]#[N:12])=[CH:6][N:5]=[C:4]([O:9][CH3:10])[CH:3]=1. The yield is 0.540. (3) The reactants are [C:1]([C:4]1[CH:9]=[CH:8][N:7]([C:10]2[CH:11]=[CH:12][C:13]([CH2:16][CH2:17][C:18]3[CH:23]=[CH:22][C:21]([CH2:24][CH2:25][C:26](O)=[O:27])=[CH:20][CH:19]=3)=[N:14][CH:15]=2)[CH2:6][CH:5]=1)(=[O:3])[CH3:2].[C:29]([O:33][C:34]([CH3:37])([CH3:36])[CH3:35])(=[O:32])[NH:30][NH2:31]. No catalyst specified. The product is [C:1]([C:4]1[CH:5]=[CH:6][N:7]([C:10]2[CH:11]=[CH:12][C:13]([CH2:16][CH2:17][C:18]3[CH:19]=[CH:20][C:21]([CH2:24][CH2:25][C:26]([NH:31][NH:30][C:29]([O:33][C:34]([CH3:37])([CH3:36])[CH3:35])=[O:32])=[O:27])=[CH:22][CH:23]=3)=[N:14][CH:15]=2)[CH2:8][CH:9]=1)(=[O:3])[CH3:2]. The yield is 0.841. (4) The catalyst is ClCCl. The yield is 0.470. The product is [CH3:1][C:2]1[C:11]2[C:6](=[CH:7][CH:8]=[CH:9][CH:10]=2)[N:5]=[C:4]([N:12]2[CH2:17][CH2:16][N:15]([C:65](=[O:66])[CH2:64][O:63][CH:60]3[CH2:61][CH2:62][CH:57]([NH:56][C:53]4[CH:54]=[CH:55][C:50]([N+:47]([O-:49])=[O:48])=[C:51]([C:68]([F:70])([F:69])[F:71])[CH:52]=4)[CH2:58][CH2:59]3)[CH2:14][CH2:13]2)[CH:3]=1. The reactants are [CH3:1][C:2]1[C:11]2[C:6](=[CH:7][CH:8]=[CH:9][CH:10]=2)[N:5]=[C:4]([N:12]2[CH2:17][CH2:16][NH:15][CH2:14][CH2:13]2)[CH:3]=1.CCN=C=NCCCN(C)C.Cl.C1C=CC2N(O)N=NC=2C=1.C(N(CC)CC)C.[N+:47]([C:50]1[CH:55]=[CH:54][C:53]([NH:56][CH:57]2[CH2:62][CH2:61][CH:60]([O:63][CH2:64][C:65](O)=[O:66])[CH2:59][CH2:58]2)=[CH:52][C:51]=1[C:68]([F:71])([F:70])[F:69])([O-:49])=[O:48].